Predict the reaction yield, written as a fraction of the theoretical maximum amount of product (1.0 means a 100% yield; for example, 0.34 means a 34% yield). From a dataset of Reaction yield outcomes from USPTO patents with 853,638 reactions. (1) The reactants are [CH3:1][N:2]([CH2:4][C:5]1([C:11]2[CH:16]=[CH:15][C:14]([OH:17])=[CH:13][CH:12]=2)[CH2:10][CH2:9][O:8][CH2:7][CH2:6]1)[CH3:3].[CH:18]1([N:22]2[CH2:27][CH2:26][CH:25](O)[CH2:24][CH2:23]2)[CH2:21][CH2:20][CH2:19]1.C1C=CC(P(C2C=CC=CC=2)C2C=CC=CC=2)=CC=1.CC(OC(/N=N/C(OC(C)C)=O)=O)C.ClCCl.CO.N. The catalyst is C1COCC1. The product is [CH:18]1([N:22]2[CH2:27][CH2:26][CH:25]([O:17][C:14]3[CH:15]=[CH:16][C:11]([C:5]4([CH2:4][N:2]([CH3:1])[CH3:3])[CH2:6][CH2:7][O:8][CH2:9][CH2:10]4)=[CH:12][CH:13]=3)[CH2:24][CH2:23]2)[CH2:21][CH2:20][CH2:19]1. The yield is 0.110. (2) The reactants are [CH2:1]([C:3]1[C:8](=[O:9])[NH:7][C:6]([CH3:10])=[C:5]([C:11]2[S:15][C:14]([S:16]([Cl:19])(=[O:18])=[O:17])=[CH:13][CH:12]=2)[CH:4]=1)[CH3:2].[CH:20]1([CH2:26][N:27]2[CH2:32][CH2:31][CH:30]([NH2:33])[CH2:29][CH2:28]2)[CH2:25][CH2:24][CH2:23][CH2:22][CH2:21]1. No catalyst specified. The product is [ClH:19].[CH:20]1([CH2:26][N:27]2[CH2:32][CH2:31][CH:30]([NH:33][S:16]([C:14]3[S:15][C:11]([C:5]4[CH:4]=[C:3]([CH2:1][CH3:2])[C:8](=[O:9])[NH:7][C:6]=4[CH3:10])=[CH:12][CH:13]=3)(=[O:18])=[O:17])[CH2:29][CH2:28]2)[CH2:21][CH2:22][CH2:23][CH2:24][CH2:25]1. The yield is 0.730. (3) The reactants are [NH2:1][C@@H:2]([CH3:17])[C@@H:3]([C:5]1[CH:6]=[CH:7][C:8]([OH:16])=[C:9]([NH:11][S:12]([CH3:15])(=[O:14])=[O:13])[CH:10]=1)[OH:4].[CH3:18][O:19][C:20]1[CH:21]=[C:22]([CH:25]=[C:26]([O:30][CH3:31])[C:27]=1[O:28][CH3:29])[CH:23]=O. The product is [OH:16][C:8]1[CH:7]=[CH:6][C:5]([C@@H:3]([OH:4])[C@@H:2]([NH:1][CH2:23][C:22]2[CH:25]=[C:26]([O:30][CH3:31])[C:27]([O:28][CH3:29])=[C:20]([O:19][CH3:18])[CH:21]=2)[CH3:17])=[CH:10][C:9]=1[NH:11][S:12]([CH3:15])(=[O:14])=[O:13]. The catalyst is CO. The yield is 0.360.